Dataset: Experimentally validated miRNA-target interactions with 360,000+ pairs, plus equal number of negative samples. Task: Binary Classification. Given a miRNA mature sequence and a target amino acid sequence, predict their likelihood of interaction. (1) Result: 0 (no interaction). The miRNA is hsa-miR-4533 with sequence UGGAAGGAGGUUGCCGGACGCU. The protein sequence of the target gene is MVHEAPHASSFQMLLQLLLLLLLRAEPLRSAELTFELPDNAKQCFHEEVEQGVKFSLDYQVITGGHYDVDCYVEDPRGNVIYRETKKQYDSFTYKTEAKGVYRFCFSNEFSTFSHKTVYFDFQVGDEPPILPDMGNRVTALTQMESACVTIHEALKTVIDSQTHYRLREAQDRARAEDLNSRVSYWSVGETIALFVVSFSQVLLLKSFFTEKRPVNRAVHS. (2) The miRNA is hsa-miR-6806-5p with sequence UGUAGGCAUGAGGCAGGGCCCAGG. Result: 0 (no interaction). The protein sequence of the target gene is MATSGGEEAAAAAPAPGTPATGADTTPGWEVAVRPLLSASYSAFEMKELPQLVASVIESESEILHHEKQYEPFYSSFVALSTHYITTVCSLIPRNQLQSVAAACKVLIEFSLLRLENPDEACAVSQKHLILLIKGLCTGCSRLDRTEIITFTAMMKSAKLPQTVKTLSDVEDQKELASPVSPELRQKEVQMNFLNQLTSVFNPRTVASQPISTQTLVEGENDEQSSTDQASAIKTKNVFIAQNVASLQELGGSEKLLRVCLNLPYFLRYINRFQDAVLANSFFIMPATVADATAVRNGFH.... (3) The miRNA is hsa-miR-421 with sequence AUCAACAGACAUUAAUUGGGCGC. The protein sequence of the target gene is MDSDMDYERPNVETIKCVVVGDNAVGKTRLICARACNATLTQYQLLATHVPTVWAIDQYRVCQEVLERSRDVVDDVSVSLRLWDTFGDHHKDRRFAYGRSDVVVLCFSIANPNSLHHVKTMWYPEIKHFCPRAPVILVGCQLDLRYADLEAVNRARRPLARPIKPNEILPPEKGREVAKELGIPYYETSVVAQFGIKDVFDNAIRAALISRRHLQFWKSHLRNVQRPLLQAPFLPPKPPPPIIVVPDPPSSSEECPAHLLEDPLCADVILVLQERVRIFAHKIYLSTSSSKFYDLFLMDL.... Result: 1 (interaction). (4) Result: 1 (interaction). The miRNA is hsa-miR-2116-5p with sequence GGUUCUUAGCAUAGGAGGUCU. The protein sequence of the target gene is MSAHMSGLEIMDEDQLIKDVLDKFLNCHEQTYDEEFLNTFTHLSQEDHVSKRGVFGTDSSENIFTSAKVTHKNEADDYHLRNKTIFLRTSSQCLEEQVDNFLDLEDLDMDEEIKPQMSEDLLLLPGEVEQDVSTSIPSCIPFVAQPPTCEVKPKPSVKRMDKQTEEILGDEVQLFSLDEEFDYDNVMLTSKFSPAEIENIKELCKQQKRKDTSPDLEKSCD. (5) Result: 1 (interaction). The protein sequence of the target gene is MHDLPPDSGARRGGRGLADHSFPAGARAPGQPPSRGAAYRRACPRDGERGGGGRPRQQVSPPRSPQREPRGGQLRTPRMRPSCSRSLESLRVGAKPPPFQRWPSDSWIRCGAHRDWDEPPPRGGRMDGWSGDRARAAAPTGLQPPGCKDHGCSSGSPFRDPAGSSVIRSGKGDRQEGPSFLRPPAVTVKKLQKWMYKGRLLSLGMKGRARGTAPKVTGTQAASPNVGALKVRENRVLSVPPDQRITLTDLFENAYGSSMKGRELEELKDNIEFRGHKPLNSITVSKKRNWLYQSTLRPLN.... The miRNA is hsa-miR-378a-5p with sequence CUCCUGACUCCAGGUCCUGUGU. (6) The miRNA is ath-miR156d-5p with sequence UGACAGAAGAGAGUGAGCAC. The protein sequence of the target gene is MATQAKRPRVAGPVDGGDLDPVACFLSWCRRVGLELSPKVSERAGGRRTRGGARAALTSPPAQVAVSRQGTVAGYGMVARESVQAGELLFVVPRAALLSQHTCSIGGLLERERVALQSQSGWVPLLLALLHELQAPASRWRPYFALWPELGRLEHPMFWPEEERRCLLQGTGVPEAVEKDLANIRSEYQSIVLPFMEAHPDLFSLRVRSLELYHQLVALVMAYSFQEPLEEEEDEKEPNSPVMVPAADILNHLANHNANLEYSANCLRMVATQPIPKGHEIFNTYGQMANWQLIHMYGFV.... Result: 0 (no interaction). (7) The protein sequence of the target gene is MYAQPVTNTKEVKWQKVLYERQPFPDNYVDRRFLEELRKNIHARKYQYWAVVFESSVVIQQLCSVCVFVVIWWYMDEGLLAPHWLLGTGLASSLIGYVLFDLIDGGEGRKKSGQTRWADLKSALVFITFTYGFSPVLKTLTESVSTDTIYAMSVFMLLGHLIFFDYGANAAIVSSTLSLNMAIFASVCLASRLPRSLHAFIMVTFAIQIFALWPMLQKKLKACTPRSYVGVTLLFAFSAVGGLLSISAVGAVLFALLLMSISCLCPFYLIRLQLFKENIHGPWDEAEIKEDLSRFLS. The miRNA is gga-miR-133a-3p with sequence UUGGUCCCCUUCAACCAGCUGU. Result: 0 (no interaction).